Task: Regression. Given two drug SMILES strings and cell line genomic features, predict the synergy score measuring deviation from expected non-interaction effect.. Dataset: NCI-60 drug combinations with 297,098 pairs across 59 cell lines Drug 1: CS(=O)(=O)C1=CC(=C(C=C1)C(=O)NC2=CC(=C(C=C2)Cl)C3=CC=CC=N3)Cl. Drug 2: CCC1(CC2CC(C3=C(CCN(C2)C1)C4=CC=CC=C4N3)(C5=C(C=C6C(=C5)C78CCN9C7C(C=CC9)(C(C(C8N6C)(C(=O)OC)O)OC(=O)C)CC)OC)C(=O)OC)O.OS(=O)(=O)O. Cell line: HOP-92. Synergy scores: CSS=38.4, Synergy_ZIP=-0.583, Synergy_Bliss=9.38, Synergy_Loewe=-55.6, Synergy_HSA=9.62.